Dataset: Forward reaction prediction with 1.9M reactions from USPTO patents (1976-2016). Task: Predict the product of the given reaction. The product is: [F:18][C:8]([C:4]1[N:5]=[N:6][CH:7]=[C:2]([CH3:1])[CH:3]=1)([CH3:10])[CH3:9]. Given the reactants [CH3:1][C:2]1[CH:3]=[C:4]([C:8](O)([CH3:10])[CH3:9])[N:5]=[N:6][CH:7]=1.CCN(S(F)(F)[F:18])CC.C(=O)(O)[O-].[Na+], predict the reaction product.